Predict the reactants needed to synthesize the given product. From a dataset of Full USPTO retrosynthesis dataset with 1.9M reactions from patents (1976-2016). (1) The reactants are: [N+:1]([C:4]1[CH:34]=[CH:33][CH:32]=[CH:31][C:5]=1[C:6]([NH:8][C:9]1[CH:10]=[CH:11][C:12]2[N:16]=[CH:15][N:14]([CH:17]([C:24]3[CH:29]=[CH:28][CH:27]=[CH:26][CH:25]=3)[CH2:18][C:19]([O:21]CC)=[O:20])[C:13]=2[CH:30]=1)=[O:7])([O-:3])=[O:2].C([O-])=O.[NH4+]. Given the product [N+:1]([C:4]1[CH:34]=[CH:33][CH:32]=[CH:31][C:5]=1[C:6]([NH:8][C:9]1[CH:10]=[CH:11][C:12]2[N:16]=[CH:15][N:14]([CH:17]([C:24]3[CH:25]=[CH:26][CH:27]=[CH:28][CH:29]=3)[CH2:18][C:19]([OH:21])=[O:20])[C:13]=2[CH:30]=1)=[O:7])([O-:3])=[O:2].[NH2:1][C:4]1[CH:34]=[CH:33][CH:32]=[CH:31][C:5]=1[C:6]([NH:8][C:9]1[CH:10]=[CH:11][C:12]2[N:16]=[CH:15][N:14]([CH:17]([C:24]3[CH:25]=[CH:26][CH:27]=[CH:28][CH:29]=3)[CH2:18][C:19]([OH:21])=[O:20])[C:13]=2[CH:30]=1)=[O:7], predict the reactants needed to synthesize it. (2) Given the product [OH:5][CH2:4][CH2:3][N:2]([CH3:1])[C:8]([C:10]1[C:14]([NH:15][C:16]([C:18]2[C:23]([NH:24][C:25]3[CH:26]=[N:27][CH:28]=[N:29][CH:30]=3)=[CH:22][CH:21]=[C:20]([CH:31]3[CH2:32][CH2:33]3)[N:19]=2)=[O:17])=[CH:13][N:12]([CH3:34])[N:11]=1)=[O:9], predict the reactants needed to synthesize it. The reactants are: [CH3:1][NH:2][CH2:3][CH2:4][OH:5].CO[C:8]([C:10]1[C:14]([NH:15][C:16]([C:18]2[C:23]([NH:24][C:25]3[CH:26]=[N:27][CH:28]=[N:29][CH:30]=3)=[CH:22][CH:21]=[C:20]([CH:31]3[CH2:33][CH2:32]3)[N:19]=2)=[O:17])=[CH:13][N:12]([CH3:34])[N:11]=1)=[O:9]. (3) Given the product [C:45]([OH:52])(=[O:51])/[CH:46]=[CH:47]/[C:48]([OH:50])=[O:49].[CH3:1][NH:2][CH2:3][C:4]([O:6][C@H:7]([CH3:44])[CH2:8][N:9]1[C:13]([CH3:14])=[C:12]([C:15](=[O:36])[NH:16][C:17]2[CH:22]=[CH:21][C:20]([O:23][C:24]3[C:33]4[C:28](=[CH:29][C:30]([O:34][CH3:35])=[CH:31][CH:32]=4)[N:27]=[CH:26][CH:25]=3)=[CH:19][N:18]=2)[C:11](=[O:37])[N:10]1[C:38]1[CH:39]=[CH:40][CH:41]=[CH:42][CH:43]=1)=[O:5], predict the reactants needed to synthesize it. The reactants are: [CH3:1][NH:2][CH2:3][C:4]([O:6][C@H:7]([CH3:44])[CH2:8][N:9]1[C:13]([CH3:14])=[C:12]([C:15](=[O:36])[NH:16][C:17]2[CH:22]=[CH:21][C:20]([O:23][C:24]3[C:33]4[C:28](=[CH:29][C:30]([O:34][CH3:35])=[CH:31][CH:32]=4)[N:27]=[CH:26][CH:25]=3)=[CH:19][N:18]=2)[C:11](=[O:37])[N:10]1[C:38]1[CH:43]=[CH:42][CH:41]=[CH:40][CH:39]=1)=[O:5].[C:45]([OH:52])(=[O:51])/[CH:46]=[CH:47]/[C:48]([OH:50])=[O:49]. (4) Given the product [N:11]1([CH2:16][C:17]([N:19]2[CH2:24][CH2:23][N:22]([CH2:25][C:8]3[CH:7]=[CH:39][CH:38]=[CH:37][CH:42]=3)[CH2:21][C@H:20]2[C:35]([NH:36][C:37]2[CH:42]=[CH:41][C:40]([O:43][C:44]3[CH:49]=[CH:48][C:47]([F:50])=[CH:46][CH:45]=3)=[CH:39][CH:38]=2)=[O:51])=[O:18])[CH:15]=[N:14][CH:13]=[N:12]1, predict the reactants needed to synthesize it. The reactants are: Cl.N1([CH2:7][C:8](O)=O)C=NC=N1.[N:11]1([CH2:16][C:17]([N:19]2[CH2:24][CH2:23][N:22]([C:25](OCC3C=CC=CC=3)=O)[CH2:21][C@H:20]2[C:35](=[O:51])[NH:36][C:37]2[CH:42]=[CH:41][C:40]([O:43][C:44]3[CH:49]=[CH:48][C:47]([F:50])=[CH:46][CH:45]=3)=[CH:39][CH:38]=2)=[O:18])[CH:15]=[N:14][CH:13]=[N:12]1. (5) Given the product [F:1][C:2]1[CH:3]=[N:4][C:5]([NH:8][C:9]2[S:10][C:11]3[CH2:17][CH2:16][N:15]([CH2:18][CH2:19][N:20]4[CH2:25][CH2:24][N:23]([CH:26]([CH3:28])[CH3:27])[CH2:22][CH2:21]4)[C:14]4=[N:29][NH:30][CH:31]=[C:13]4[C:12]=3[N:41]=2)=[N:6][CH:7]=1, predict the reactants needed to synthesize it. The reactants are: [F:1][C:2]1[CH:3]=[N:4][C:5]([NH:8][C:9]2[S:10][C:11]3[CH2:17][CH2:16][N:15]([CH2:18][CH2:19][N:20]4[CH2:25][CH2:24][N:23]([CH:26]([CH3:28])[CH3:27])[CH2:22][CH2:21]4)[C:14]4=[N:29][N:30](CC5C=CC(OC)=CC=5)[CH:31]=[C:13]4[C:12]=3[N:41]=2)=[N:6][CH:7]=1.C([SiH](C(C)C)C(C)C)(C)C. (6) Given the product [C:1]([C:5]1[CH:13]=[CH:12][CH:11]=[CH:10][C:6]=1[CH2:7][OH:8])([CH3:4])([CH3:2])[CH3:3], predict the reactants needed to synthesize it. The reactants are: [C:1]([C:5]1[CH:13]=[CH:12][CH:11]=[CH:10][C:6]=1[C:7](O)=[O:8])([CH3:4])([CH3:3])[CH3:2].B.C1COCC1.[OH-].[Na+]. (7) Given the product [CH3:11][C:4]1[CH:3]=[C:2]([O:1][CH2:13][CH2:14][CH2:15][Cl:16])[CH:7]=[CH:6][C:5]=1[C:8](=[O:10])[CH3:9], predict the reactants needed to synthesize it. The reactants are: [OH:1][C:2]1[CH:7]=[CH:6][C:5]([C:8](=[O:10])[CH3:9])=[C:4]([CH3:11])[CH:3]=1.Br[CH2:13][CH2:14][CH2:15][Cl:16].C(=O)([O-])[O-].[K+].[K+].